The task is: Predict the reactants needed to synthesize the given product.. This data is from Full USPTO retrosynthesis dataset with 1.9M reactions from patents (1976-2016). (1) Given the product [CH3:20][N:14]1[CH2:15][CH2:16][C:11]2=[N:10][N:9]([C:5]3[CH:4]=[N:3][CH:8]=[CH:7][CH:6]=3)[CH:18]=[C:12]2[C:13]1=[O:17], predict the reactants needed to synthesize it. The reactants are: [H-].[Na+].[N:3]1[CH:8]=[CH:7][CH:6]=[C:5]([N:9]2[CH:18]=[C:12]3[C:13](=[O:17])[NH:14][CH2:15][CH2:16][C:11]3=[N:10]2)[CH:4]=1.I[CH3:20]. (2) Given the product [ClH:32].[CH3:45][CH:44]([OH:43])[CH3:46].[C:40]([O:43][CH:44]([CH3:46])[CH3:45])(=[O:42])[CH3:41].[C:1]([N:5]1[CH2:9][C@@H:8]([C:10]2[CH:15]=[CH:14][C:13]([F:16])=[CH:12][C:11]=2[F:17])[C@H:7]([C:18]([N:20]2[CH2:25][CH2:24][CH:23]([C:26]3[CH:31]=[CH:30][C:29]([Cl:32])=[CH:28][C:27]=3[C@@H:33]([NH:35][C:36](=[O:38])[CH3:37])[CH3:34])[CH2:22][CH2:21]2)=[O:19])[CH2:6]1)([CH3:2])([CH3:3])[CH3:4], predict the reactants needed to synthesize it. The reactants are: [C:1]([N:5]1[CH2:9][C@@H:8]([C:10]2[CH:15]=[CH:14][C:13]([F:16])=[CH:12][C:11]=2[F:17])[C@H:7]([C:18]([N:20]2[CH2:25][CH2:24][CH:23]([C:26]3[CH:31]=[CH:30][C:29]([Cl:32])=[CH:28][C:27]=3[C@@H:33]([NH:35][C:36](=[O:38])[CH3:37])[CH3:34])[CH2:22][CH2:21]2)=[O:19])[CH2:6]1)([CH3:4])([CH3:3])[CH3:2].Cl.[C:40]([O:43][CH:44]([CH3:46])[CH3:45])(=[O:42])[CH3:41]. (3) Given the product [CH:17]1([CH2:20][NH:21][C:22]([C:24]2[C:25]3[C:33]([O:36][C:13]4[CH:12]=[CH:11][N:10]=[C:9]5[CH:8]=[C:7]([C:5]([N:1]6[CH2:4][CH2:3][CH2:2]6)=[O:6])[S:15][C:14]=45)=[CH:32][CH:31]=[CH:30][C:26]=3[S:27][C:28]=2[CH3:29])=[O:23])[CH2:19][CH2:18]1, predict the reactants needed to synthesize it. The reactants are: [N:1]1([C:5]([C:7]2[S:15][C:14]3[C:9](=[N:10][CH:11]=[CH:12][C:13]=3Cl)[CH:8]=2)=[O:6])[CH2:4][CH2:3][CH2:2]1.[CH:17]1([CH2:20][NH:21][C:22]([C:24]2[C:25]3[CH:33]=[CH:32][C:31](O)=[CH:30][C:26]=3[S:27][C:28]=2[CH3:29])=[O:23])[CH2:19][CH2:18]1.C([O-])([O-])=[O:36].[Cs+].[Cs+]. (4) Given the product [C:26]([O:25][C:23]([NH:22][C@H:16]([CH2:17][C:18]([NH:30][CH2:31][CH2:32][NH:33][C:34]([O:35][C:36]([CH3:37])([CH3:39])[CH3:38])=[O:40])=[O:61])[CH2:15][CH2:14][CH2:13][CH2:12][NH:11][C:9](=[O:10])[O:8][CH2:1][C:2]1[CH:3]=[CH:4][CH:5]=[CH:6][CH:7]=1)=[O:24])([CH3:27])([CH3:28])[CH3:29], predict the reactants needed to synthesize it. The reactants are: [CH2:1]([O:8][C:9]([NH:11][CH2:12][CH2:13][CH2:14][CH2:15][C@H:16]([NH:22][C:23]([O:25][C:26]([CH3:29])([CH3:28])[CH3:27])=[O:24])[CH2:17][CH2:18]C(O)=O)=[O:10])[C:2]1[CH:7]=[CH:6][CH:5]=[CH:4][CH:3]=1.[NH2:30][CH2:31][CH2:32][NH:33][C:34](=[O:40])[O:35][C:36]([CH3:39])([CH3:38])[CH3:37].C(N(CC)CC)C.C(Cl)CCl.C1C=CC2N([OH:61])N=NC=2C=1. (5) The reactants are: [CH2:1]([N:8]1[CH2:12][CH2:11][CH:10]([NH:13][C:14]2[N:19]=[CH:18][C:17]([CH2:20][OH:21])=[CH:16][CH:15]=2)[CH2:9]1)[C:2]1[CH:7]=[CH:6][CH:5]=[CH:4][CH:3]=1. Given the product [CH2:1]([N:8]1[CH2:12][CH2:11][CH:10]([NH:13][C:14]2[CH:15]=[CH:16][C:17]([CH:20]=[O:21])=[CH:18][N:19]=2)[CH2:9]1)[C:2]1[CH:3]=[CH:4][CH:5]=[CH:6][CH:7]=1, predict the reactants needed to synthesize it. (6) Given the product [F:1][C:2]1[CH:3]=[C:4]([N:16]2[C:24]3[C:19](=[C:20]([OH:27])[CH:21]=[C:22]([C:25]#[N:26])[CH:23]=3)[CH:18]=[N:17]2)[CH:5]=[CH:6][C:7]=1[OH:8], predict the reactants needed to synthesize it. The reactants are: [F:1][C:2]1[CH:3]=[C:4]([N:16]2[C:24]3[C:19](=[C:20]([OH:27])[CH:21]=[C:22]([C:25]#[N:26])[CH:23]=3)[CH:18]=[N:17]2)[CH:5]=[CH:6][C:7]=1[O:8]CC1C=CC=CC=1. (7) Given the product [CH:35]1([N:25]([CH2:26][C:27]2[CH:32]=[CH:31][CH:30]=[C:29]([CH3:33])[C:28]=2[CH3:34])[C:24]([C:13]2[C@@H:14]3[NH:16][C@H:10]([CH2:11][C:12]=2[C:39]2[CH:44]=[CH:43][C:42]([O:45][CH2:46][CH2:47][O:48][C:49]4[C:54]([Cl:55])=[CH:53][C:52]([CH3:56])=[CH:51][C:50]=4[Cl:57])=[CH:41][CH:40]=2)[CH2:9][NH:8][CH2:15]3)=[O:38])[CH2:37][CH2:36]1, predict the reactants needed to synthesize it. The reactants are: C(OC([N:8]1[CH2:15][C@H:14]2[N:16](C(OC(C)(C)C)=O)[C@H:10]([CH2:11][C:12]([C:39]3[CH:44]=[CH:43][C:42]([O:45][CH2:46][CH2:47][O:48][C:49]4[C:54]([Cl:55])=[CH:53][C:52]([CH3:56])=[CH:51][C:50]=4[Cl:57])=[CH:41][CH:40]=3)=[C:13]2[C:24](=[O:38])[N:25]([CH:35]2[CH2:37][CH2:36]2)[CH2:26][C:27]2[CH:32]=[CH:31][CH:30]=[C:29]([CH3:33])[C:28]=2[CH3:34])[CH2:9]1)=O)(C)(C)C.Cl. (8) Given the product [C:21]1([C:20]([C:27]2[CH:32]=[CH:31][CH:30]=[CH:29][CH:28]=2)=[N:33][NH:34][C:7]2[CH:8]=[C:9]3[C:14](=[CH:15][CH:16]=2)[C:13](=[O:17])[NH:12][CH2:11][CH2:10]3)[CH:22]=[CH:23][CH:24]=[CH:25][CH:26]=1, predict the reactants needed to synthesize it. The reactants are: FC(F)(F)S(O[C:7]1[CH:8]=[C:9]2[C:14](=[CH:15][CH:16]=1)[C:13](=[O:17])[NH:12][CH2:11][CH2:10]2)(=O)=O.[C:20](=[N:33][NH2:34])([C:27]1[CH:32]=[CH:31][CH:30]=[CH:29][CH:28]=1)[C:21]1[CH:26]=[CH:25][CH:24]=[CH:23][CH:22]=1.C([O-])([O-])=O.[Cs+].[Cs+].O. (9) Given the product [Br:27][CH2:28][C:29]1[CH:34]=[CH:33][CH:32]=[CH:31][C:30]=1[CH2:35][O:26][CH2:25][CH2:24][CH2:23][NH:22][C:3]([C:10]1[CH:15]=[CH:14][CH:13]=[CH:12][CH:11]=1)([C:16]1[CH:17]=[CH:18][CH:19]=[CH:20][CH:21]=1)[C:4]1[CH:9]=[CH:8][CH:7]=[CH:6][CH:5]=1, predict the reactants needed to synthesize it. The reactants are: [H-].[Na+].[C:3]([NH:22][CH2:23][CH2:24][CH2:25][OH:26])([C:16]1[CH:21]=[CH:20][CH:19]=[CH:18][CH:17]=1)([C:10]1[CH:15]=[CH:14][CH:13]=[CH:12][CH:11]=1)[C:4]1[CH:9]=[CH:8][CH:7]=[CH:6][CH:5]=1.[Br:27][CH2:28][C:29]1[C:30]([CH2:35]Br)=[CH:31][CH:32]=[CH:33][CH:34]=1.O.